Dataset: Catalyst prediction with 721,799 reactions and 888 catalyst types from USPTO. Task: Predict which catalyst facilitates the given reaction. (1) Reactant: [F:1][C:2]1[C:3]([NH:12][C:13]2[CH:18]=[CH:17][C:16]([I:19])=[CH:15][C:14]=2[F:20])=[C:4]([CH:8]=[CH:9][C:10]=1[F:11])[C:5](O)=[O:6].S(Cl)([Cl:23])=O. Product: [F:1][C:2]1[C:3]([NH:12][C:13]2[CH:18]=[CH:17][C:16]([I:19])=[CH:15][C:14]=2[F:20])=[C:4]([CH:8]=[CH:9][C:10]=1[F:11])[C:5]([Cl:23])=[O:6]. The catalyst class is: 9. (2) Reactant: [O:1]([CH2:19][C:20]1([CH2:28][N:29]2[CH:33]=[C:32]([CH2:34][O:35][CH2:36][O:37][CH3:38])[N:31]=[C:30]2[N+:39]([O-:41])=[O:40])[CH2:25][O:24][C:23]([CH3:27])([CH3:26])[O:22][CH2:21]1)[Si](C(C)(C)C)(C1C=CC=CC=1)C1C=CC=CC=1.[F-].C([N+](CCCC)(CCCC)CCCC)CCC. Product: [CH3:26][C:23]1([CH3:27])[O:22][CH2:21][C:20]([CH2:19][OH:1])([CH2:28][N:29]2[CH:33]=[C:32]([CH2:34][O:35][CH2:36][O:37][CH3:38])[N:31]=[C:30]2[N+:39]([O-:41])=[O:40])[CH2:25][O:24]1. The catalyst class is: 7. (3) Reactant: [NH2:1][CH:2]=[C:3]([C:9]1[N:10]([CH2:18][C:19]2[CH:24]=[CH:23][C:22]([O:25][CH3:26])=[CH:21][CH:20]=2)[CH:11]=[CH:12][C:13]=1[C:14]([O:16]C)=O)[C:4]([O:6][CH2:7][CH3:8])=[O:5].CC(C)([O-])C.[Na+].CN(C)C=O.O. Product: [CH3:26][O:25][C:22]1[CH:21]=[CH:20][C:19]([CH2:18][N:10]2[C:9]3[C:3]([C:4]([O:6][CH2:7][CH3:8])=[O:5])=[CH:2][NH:1][C:14](=[O:16])[C:13]=3[CH:12]=[CH:11]2)=[CH:24][CH:23]=1. The catalyst class is: 13. (4) Reactant: [CH3:1][C:2]1[CH2:18][CH2:17][C:5]2=[N:6][C:7]3[CH:8]=[N:9][C:10]4[C:15]([C:16]=3[N:4]2[N:3]=1)=[CH:14][CH:13]=[CH:12][CH:11]=4.[BH4-].[Na+]. Product: [CH3:1][CH:2]1[CH2:18][CH2:17][C:5]2=[N:6][C:7]3[CH:8]=[N:9][C:10]4[C:15]([C:16]=3[N:4]2[NH:3]1)=[CH:14][CH:13]=[CH:12][CH:11]=4. The catalyst class is: 5.